From a dataset of Forward reaction prediction with 1.9M reactions from USPTO patents (1976-2016). Predict the product of the given reaction. Given the reactants [CH3:1][N:2]1[CH:10]=[C:9]2[C:4]([CH:5]=[CH:6][C:7]3[CH2:13][CH2:12][C@@H:11]([CH2:14][CH2:15][NH:16][C:17](=[O:19])[CH3:18])[C:8]=32)=[N:3]1.[Xe](F)[F:21], predict the reaction product. The product is: [F:21][C:10]1[N:2]([CH3:1])[N:3]=[C:4]2[C:9]=1[C:8]1[C@H:11]([CH2:14][CH2:15][NH:16][C:17](=[O:19])[CH3:18])[CH2:12][CH2:13][C:7]=1[CH:6]=[CH:5]2.